This data is from Full USPTO retrosynthesis dataset with 1.9M reactions from patents (1976-2016). The task is: Predict the reactants needed to synthesize the given product. (1) Given the product [F:26][C:27]1[CH:28]=[CH:29][CH:30]=[C:31]2[C:36]=1[N:35]=[CH:34][C:33]([S:23]([C:17]1[CH:22]=[CH:21][CH:20]=[CH:19][CH:18]=1)(=[O:25])=[O:24])=[CH:32]2, predict the reactants needed to synthesize it. The reactants are: CNCCNC.C(N(C(C)C)CC)(C)C.[Na+].[C:17]1([S:23]([O-:25])=[O:24])[CH:22]=[CH:21][CH:20]=[CH:19][CH:18]=1.[F:26][C:27]1[CH:28]=[CH:29][CH:30]=[C:31]2[C:36]=1[N:35]=[CH:34][C:33](I)=[CH:32]2. (2) Given the product [CH3:15][O:16][C:17]1[CH:22]=[CH:21][C:20]([C:2]2[N:6]3[CH:7]=[C:8]([C:11]([O:13][CH3:14])=[O:12])[CH:9]=[CH:10][C:5]3=[N:4][CH:3]=2)=[CH:19][CH:18]=1, predict the reactants needed to synthesize it. The reactants are: I[C:2]1[N:6]2[CH:7]=[C:8]([C:11]([O:13][CH3:14])=[O:12])[CH:9]=[CH:10][C:5]2=[N:4][CH:3]=1.[CH3:15][O:16][C:17]1[CH:22]=[CH:21][C:20](B(O)O)=[CH:19][CH:18]=1.C(=O)([O-])[O-].[Na+].[Na+].COCCOC. (3) Given the product [OH:24][C:21]1[CH:22]=[CH:23][C:16]([OH:15])=[C:17]([C:18]2[NH:1][N:2]=[C:3]([C:5]3[C:10]([C:11]([F:12])([F:13])[F:14])=[CH:9][CH:8]=[CH:7][N:6]=3)[N:4]=2)[CH:20]=1, predict the reactants needed to synthesize it. The reactants are: [NH2:1][NH:2][C:3]([C:5]1[C:10]([C:11]([F:14])([F:13])[F:12])=[CH:9][CH:8]=[CH:7][N:6]=1)=[NH:4].[OH:15][C:16]1[CH:23]=[CH:22][C:21]([OH:24])=[CH:20][C:17]=1[CH:18]=O. (4) Given the product [NH2:1][C:2]1[CH:3]=[CH:4][C:5]([N+:11]([O-:13])=[O:12])=[C:6]([CH2:7][OH:8])[CH:10]=1, predict the reactants needed to synthesize it. The reactants are: [NH2:1][C:2]1[CH:3]=[CH:4][C:5]([N+:11]([O-:13])=[O:12])=[C:6]([CH:10]=1)[C:7](O)=[O:8].B.O1CCCC1. (5) Given the product [CH2:1]([O:8][C:9]1[CH:10]=[C:11]([C:15]2[CH:16]=[CH:17][C:18]([CH2:19][OH:20])=[CH:23][CH:24]=2)[CH:12]=[CH:13][CH:14]=1)[C:2]1[CH:3]=[CH:4][CH:5]=[CH:6][CH:7]=1, predict the reactants needed to synthesize it. The reactants are: [CH2:1]([O:8][C:9]1[CH:10]=[C:11]([C:15]2[CH:24]=[CH:23][C:18]([C:19](OC)=[O:20])=[CH:17][CH:16]=2)[CH:12]=[CH:13][CH:14]=1)[C:2]1[CH:7]=[CH:6][CH:5]=[CH:4][CH:3]=1.[H-].[Al+3].[Li+].[H-].[H-].[H-].C(OCC)(=O)C.Cl. (6) Given the product [F:1][C:2]1[CH:3]=[CH:4][C:5]([O:10][CH:14]2[CH2:15][CH2:16][O:11][CH2:12][CH2:13]2)=[C:6]([CH:9]=1)[CH:7]=[O:8], predict the reactants needed to synthesize it. The reactants are: [F:1][C:2]1[CH:9]=[C:6]([CH:7]=[O:8])[C:5]([OH:10])=[CH:4][CH:3]=1.[O:11]1[CH2:16][CH2:15][CH:14](OS(C)(=O)=O)[CH2:13][CH2:12]1.C(=O)([O-])[O-].[K+].[K+]. (7) Given the product [C:31]([NH:34][C:35]1[CH:36]=[C:37]2[S:43][C:42]([NH:44][CH2:45][C:46]3[CH:51]=[CH:50][C:49]([O:52][CH3:53])=[CH:48][CH:47]=3)=[C:41]([C:54]([NH:1][C:2]3[CH:3]=[N:4][CH:5]=[CH:6][C:7]=3[N:8]3[CH2:13][C@H:12]([CH3:14])[C@@H:11]([O:15][Si:16]([C:19]([CH3:22])([CH3:21])[CH3:20])([CH3:18])[CH3:17])[C@H:10]([NH:23][C:24](=[O:30])[O:25][C:26]([CH3:29])([CH3:28])[CH3:27])[CH2:9]3)=[O:55])[C:38]2=[N:39][CH:40]=1)(=[O:33])[CH3:32], predict the reactants needed to synthesize it. The reactants are: [NH2:1][C:2]1[CH:3]=[N:4][CH:5]=[CH:6][C:7]=1[N:8]1[CH2:13][C@H:12]([CH3:14])[C@@H:11]([O:15][Si:16]([C:19]([CH3:22])([CH3:21])[CH3:20])([CH3:18])[CH3:17])[C@H:10]([NH:23][C:24](=[O:30])[O:25][C:26]([CH3:29])([CH3:28])[CH3:27])[CH2:9]1.[C:31]([NH:34][C:35]1[CH:36]=[C:37]2[S:43][C:42]([NH:44][CH2:45][C:46]3[CH:51]=[CH:50][C:49]([O:52][CH3:53])=[CH:48][CH:47]=3)=[C:41]([C:54](O)=[O:55])[C:38]2=[N:39][CH:40]=1)(=[O:33])[CH3:32].CCN(C(C)C)C(C)C.CN(C(ON1N=NC2C=CC=NC1=2)=[N+](C)C)C.F[P-](F)(F)(F)(F)F. (8) Given the product [C:39]1([S:36]([N:26]2[C:27]3[N:28]=[CH:29][N:30]=[C:31]([CH:33]4[CH2:34][CH2:35]4)[C:32]=3[C:24]([CH2:22][C:19]3[CH:20]=[CH:21][C:16]([NH:7][C:8]4[CH:9]=[N:10][C:11]([O:14][CH3:15])=[CH:12][CH:13]=4)=[N:17][C:18]=3[F:45])=[CH:25]2)(=[O:38])=[O:37])[CH:44]=[CH:43][CH:42]=[CH:41][CH:40]=1, predict the reactants needed to synthesize it. The reactants are: C(OC(=O)[N:7]([C:16]1[CH:21]=[CH:20][C:19]([CH:22]([C:24]2[C:32]3[C:31]([CH:33]4[CH2:35][CH2:34]4)=[N:30][CH:29]=[N:28][C:27]=3[N:26]([S:36]([C:39]3[CH:44]=[CH:43][CH:42]=[CH:41][CH:40]=3)(=[O:38])=[O:37])[CH:25]=2)O)=[C:18]([F:45])[N:17]=1)[C:8]1[CH:9]=[N:10][C:11]([O:14][CH3:15])=[CH:12][CH:13]=1)(C)(C)C.C([SiH](CC)CC)C.FC(F)(F)C(O)=O.C(=O)([O-])[O-].[K+].[K+]. (9) The reactants are: Cl[C:2]1[C:11]2[C:6](=[CH:7][CH:8]=[C:9]([Cl:12])[CH:10]=2)[N:5]=[C:4]([N:13]2[CH2:19][C:18]3[CH:20]=[CH:21][CH:22]=[CH:23][C:17]=3[S:16](=[O:24])[CH2:15][CH2:14]2)[CH:3]=1.[NH2:25][CH2:26][C:27]1([NH2:31])[CH2:30][O:29][CH2:28]1. Given the product [NH2:31][C:27]1([CH2:26][NH:25][C:2]2[C:11]3[C:6](=[CH:7][CH:8]=[C:9]([Cl:12])[CH:10]=3)[N:5]=[C:4]([N:13]3[CH2:19][C:18]4[CH:20]=[CH:21][CH:22]=[CH:23][C:17]=4[S:16](=[O:24])[CH2:15][CH2:14]3)[CH:3]=2)[CH2:30][O:29][CH2:28]1, predict the reactants needed to synthesize it.